Task: Predict the reaction yield, written as a fraction of the theoretical maximum amount of product (1.0 means a 100% yield; for example, 0.34 means a 34% yield).. Dataset: Reaction yield outcomes from USPTO patents with 853,638 reactions (1) The reactants are [Br:1][C:2]1[CH:7]=[CH:6][C:5]([NH:8][C:9]2[C:10]([C:18]([OH:20])=O)=[CH:11][N:12]([CH3:17])[C:13](=[O:16])[C:14]=2[CH3:15])=[C:4]([F:21])[CH:3]=1.C(N1C=CN=C1)(N1C=CN=C1)=O.[C:34]1([CH2:40][S:41]([NH2:44])(=[O:43])=[O:42])[CH:39]=[CH:38][CH:37]=[CH:36][CH:35]=1.C1CCN2C(=NCCC2)CC1. The catalyst is CN(C=O)C.CCOC(C)=O.Cl. The product is [Br:1][C:2]1[CH:7]=[CH:6][C:5]([NH:8][C:9]2[C:10]([C:18]([NH:44][S:41]([CH2:40][C:34]3[CH:35]=[CH:36][CH:37]=[CH:38][CH:39]=3)(=[O:42])=[O:43])=[O:20])=[CH:11][N:12]([CH3:17])[C:13](=[O:16])[C:14]=2[CH3:15])=[C:4]([F:21])[CH:3]=1. The yield is 0.680. (2) The reactants are ClC(Cl)(Cl)[C:3]([C:5]1[C:13]2[C:8](=[CH:9][C:10]([Cl:23])=[C:11]([C:14]3[CH:19]=[CH:18][C:17]([O:20][CH2:21][CH3:22])=[CH:16][CH:15]=3)[CH:12]=2)[NH:7][CH:6]=1)=[O:4].[OH-:26].[K+]. The catalyst is COCCOC. The product is [Cl:23][C:10]1[CH:9]=[C:8]2[C:13]([C:5]([C:3]([OH:26])=[O:4])=[CH:6][NH:7]2)=[CH:12][C:11]=1[C:14]1[CH:15]=[CH:16][C:17]([O:20][CH2:21][CH3:22])=[CH:18][CH:19]=1. The yield is 0.700. (3) The reactants are Br[C:2]1[CH:3]=[CH:4][C:5]([C:8]2[CH:15]=[CH:14][C:11]([CH:12]=[O:13])=[CH:10][CH:9]=2)=[N:6][CH:7]=1.[CH3:16]CO.[O:19]1[CH2:24][CH2:23][O:22][CH2:21][CH2:20]1. The catalyst is O. The product is [CH:12]([C:11]1[CH:14]=[CH:15][C:8]([C:5]2[N:6]=[CH:7][C:2]([C:23]3[O:22][C:21]([CH:20]=[O:19])=[CH:16][CH:24]=3)=[CH:3][CH:4]=2)=[CH:9][CH:10]=1)=[O:13]. The yield is 0.790. (4) The reactants are O[CH2:2][C:3]1[CH:16]=[N:15][C:6]2[N:7]([CH:12]([CH3:14])[CH3:13])[CH2:8][C:9](=[O:11])[NH:10][C:5]=2[CH:4]=1.[I-].C(C[P+](C)(C)C)#N.CCN(C(C)C)C(C)C.Cl.[Cl:35][C:36]1[CH:41]=[CH:40][C:39]([N:42]2[CH2:47][CH2:46][NH:45][CH2:44][CH2:43]2)=[CH:38][CH:37]=1. The catalyst is C(#N)CC. The product is [Cl:35][C:36]1[CH:37]=[CH:38][C:39]([N:42]2[CH2:47][CH2:46][N:45]([CH2:2][C:3]3[CH:16]=[N:15][C:6]4[N:7]([CH:12]([CH3:14])[CH3:13])[CH2:8][C:9](=[O:11])[NH:10][C:5]=4[CH:4]=3)[CH2:44][CH2:43]2)=[CH:40][CH:41]=1. The yield is 0.260.